Dataset: Full USPTO retrosynthesis dataset with 1.9M reactions from patents (1976-2016). Task: Predict the reactants needed to synthesize the given product. (1) Given the product [C:1]([O:5][C:6](=[O:30])[CH2:7][O:8][C:9]1[C:18]2[CH2:17][CH2:16][CH2:15][CH:14]([NH:19][S:20]([C:23]3[CH:28]=[CH:27][C:26]([C:40]4[CH:39]=[C:38]([F:37])[CH:43]=[CH:42][N:41]=4)=[CH:25][CH:24]=3)(=[O:22])=[O:21])[C:13]=2[CH:12]=[CH:11][CH:10]=1)([CH3:4])([CH3:3])[CH3:2], predict the reactants needed to synthesize it. The reactants are: [C:1]([O:5][C:6](=[O:30])[CH2:7][O:8][C:9]1[C:18]2[CH2:17][CH2:16][CH2:15][CH:14]([NH:19][S:20]([C:23]3[CH:28]=[CH:27][C:26](Br)=[CH:25][CH:24]=3)(=[O:22])=[O:21])[C:13]=2[CH:12]=[CH:11][CH:10]=1)([CH3:4])([CH3:3])[CH3:2].C(=O)([O-])[O-].[K+].[K+].[F:37][C:38]1[CH:43]=[CH:42][N:41]=[C:40](B(O)O)[CH:39]=1. (2) Given the product [C:28]([O:31][CH2:32][C:33](=[O:34])[NH:19][NH:18][C:16](=[O:17])[C:15]1[CH:20]=[CH:21][C:12]([N:9]2[CH2:10][CH2:11][CH:6]([O:5][C:4]3[CH:22]=[CH:23][CH:24]=[CH:25][C:3]=3[C:2]([F:1])([F:26])[F:27])[CH2:7][CH2:8]2)=[CH:13][CH:14]=1)(=[O:30])[CH3:29], predict the reactants needed to synthesize it. The reactants are: [F:1][C:2]([F:27])([F:26])[C:3]1[CH:25]=[CH:24][CH:23]=[CH:22][C:4]=1[O:5][CH:6]1[CH2:11][CH2:10][N:9]([C:12]2[CH:21]=[CH:20][C:15]([C:16]([NH:18][NH2:19])=[O:17])=[CH:14][CH:13]=2)[CH2:8][CH2:7]1.[C:28]([O:31][CH2:32][C:33](Cl)=[O:34])(=[O:30])[CH3:29]. (3) Given the product [CH2:1]([O:3][C:4]([C:6]1[CH:14]=[C:13]2[C:9]([CH:10]=[CH:11][N:12]2[C:15]([O:17][C:18]([CH3:19])([CH3:20])[CH3:21])=[O:16])=[C:8]([CH2:22][CH2:23][C:24]([OH:27])([CH3:26])[CH3:25])[CH:7]=1)=[O:5])[CH3:2], predict the reactants needed to synthesize it. The reactants are: [CH2:1]([O:3][C:4]([C:6]1[CH:14]=[C:13]2[C:9]([CH:10]=[CH:11][N:12]2[C:15]([O:17][C:18]([CH3:21])([CH3:20])[CH3:19])=[O:16])=[C:8]([CH:22]=[CH:23][C:24]([OH:27])([CH3:26])[CH3:25])[CH:7]=1)=[O:5])[CH3:2]. (4) Given the product [NH:22]1[C:23]2[C:28](=[CH:27][CH:26]=[CH:25][CH:24]=2)[C:20](/[CH:19]=[CH:18]/[C:13]2[CH:14]=[CH:15][CH:16]=[CH:17][C:12]=2[NH:11][C:9]2[S:10][C:6]([C:4]([OH:5])=[O:3])=[CH:7][N:8]=2)=[N:21]1, predict the reactants needed to synthesize it. The reactants are: C([O:3][C:4]([C:6]1[S:10][C:9]([NH:11][C:12]2[CH:17]=[CH:16][CH:15]=[CH:14][C:13]=2/[CH:18]=[CH:19]/[C:20]2[C:28]3[C:23](=[CH:24][CH:25]=[CH:26][CH:27]=3)[NH:22][N:21]=2)=[N:8][CH:7]=1)=[O:5])C.[OH-].[Na+].O. (5) The reactants are: [N:1]1[C:8]([NH2:9])=[N:7][C:5]([NH2:6])=[N:4][C:2]=1[NH2:3].[C:10]1([P:16]([Cl:24])([C:18]2[CH:23]=[CH:22][CH:21]=[CH:20][CH:19]=2)=[O:17])[CH:15]=[CH:14][CH:13]=[CH:12][CH:11]=1. Given the product [C:10]1([P:16]([Cl:24])([C:18]2[CH:23]=[CH:22][CH:21]=[CH:20][CH:19]=2)=[O:17])[CH:11]=[CH:12][CH:13]=[CH:14][CH:15]=1.[N:1]1[C:8]([NH2:9])=[N:7][C:5]([NH2:6])=[N:4][C:2]=1[NH2:3], predict the reactants needed to synthesize it. (6) The reactants are: [N:1]1([C@H:7]2[CH2:10][C@H:9]([C:11]3[S:12][C:13]4[CH:19]=[C:18]([C:20]5[CH:21]=[N:22][NH:23][CH:24]=5)[CH:17]=[CH:16][C:14]=4[N:15]=3)[CH2:8]2)[CH2:6][CH2:5][CH2:4][CH2:3][CH2:2]1.[H-].[Na+].I[CH3:28]. Given the product [CH3:28][N:23]1[CH:24]=[C:20]([C:18]2[CH:17]=[CH:16][C:14]3[N:15]=[C:11]([C@H:9]4[CH2:8][C@H:7]([N:1]5[CH2:6][CH2:5][CH2:4][CH2:3][CH2:2]5)[CH2:10]4)[S:12][C:13]=3[CH:19]=2)[CH:21]=[N:22]1, predict the reactants needed to synthesize it.